Dataset: Forward reaction prediction with 1.9M reactions from USPTO patents (1976-2016). Task: Predict the product of the given reaction. (1) Given the reactants C(O[C:4]([C:6]1[N:11]=[CH:10][C:9]2[S:12][C:13]([C:15]3[CH:20]=[CH:19][CH:18]=[CH:17][CH:16]=3)=[N:14][C:8]=2[C:7]=1[OH:21])=[O:5])C.[NH2:22][CH2:23][C:24]([OH:26])=[O:25], predict the reaction product. The product is: [OH:21][C:7]1[C:8]2[N:14]=[C:13]([C:15]3[CH:16]=[CH:17][CH:18]=[CH:19][CH:20]=3)[S:12][C:9]=2[CH:10]=[N:11][C:6]=1[C:4]([NH:22][CH2:23][C:24]([OH:26])=[O:25])=[O:5]. (2) Given the reactants [CH3:1][C:2]([CH3:9])([CH2:7][OH:8])[C@@H:3]([OH:6])[CH2:4][OH:5].[CH3:10][C:11]1C=CC(S(O)(=O)=O)=C[CH:12]=1, predict the reaction product. The product is: [CH3:10][C:11]1([CH3:12])[O:6][C@H:3]([C:2]([CH3:9])([CH3:1])[CH2:7][OH:8])[CH2:4][O:5]1. (3) Given the reactants [F:1][C:2]1[CH:3]=[C:4]([CH:18]=[CH:19][C:20]=1[N+:21]([O-])=O)[O:5][C:6]1[CH:11]=[CH:10][N:9]=[C:8]([NH:12][C:13](=[O:17])[CH2:14][O:15][CH3:16])[CH:7]=1.C([O-])(O)=O.[Na+], predict the reaction product. The product is: [NH2:21][C:20]1[CH:19]=[CH:18][C:4]([O:5][C:6]2[CH:11]=[CH:10][N:9]=[C:8]([NH:12][C:13](=[O:17])[CH2:14][O:15][CH3:16])[CH:7]=2)=[CH:3][C:2]=1[F:1]. (4) Given the reactants [Cl:1][C:2]1[C:7]2=[N:8][CH:9]=[C:10]([O:12][CH2:13][C:14]3O[CH:16]=[CH:17][N:18]=3)[N:11]=[C:6]2[CH:5]=[CH:4][N:3]=1.ClC1N=C2C=CN=C(Cl)C2=NC=1.[CH3:31][C:32]1[O:33]C(C)=C(CO)N=1, predict the reaction product. The product is: [Cl:1][C:2]1[C:7]2=[N:8][CH:9]=[C:10]([O:12][CH2:13][C:14]3[N:18]=[C:17]([CH3:16])[O:33][C:32]=3[CH3:31])[N:11]=[C:6]2[CH:5]=[CH:4][N:3]=1. (5) Given the reactants [C:1]([O:7][CH2:8][C:9]1[CH:14]=[CH:13][CH:12]=[CH:11][CH:10]=1)(=[O:6])[CH2:2][C:3]([O-:5])=O.C(N(CC)C(C)C)(C)C.[F:24][C:25]([F:34])([F:33])[C:26]1[CH:31]=[CH:30][CH:29]=[CH:28][C:27]=1[NH2:32].CN(C(ON1N=NC2C=CC=NC1=2)=[N+](C)C)C.F[P-](F)(F)(F)(F)F, predict the reaction product. The product is: [CH2:8]([O:7][C:1](=[O:6])[CH2:2][C:3]([NH:32][C:27]1[CH:28]=[CH:29][CH:30]=[CH:31][C:26]=1[C:25]([F:24])([F:33])[F:34])=[O:5])[C:9]1[CH:14]=[CH:13][CH:12]=[CH:11][CH:10]=1.